Dataset: Full USPTO retrosynthesis dataset with 1.9M reactions from patents (1976-2016). Task: Predict the reactants needed to synthesize the given product. (1) Given the product [Cl:13][C:14]1[CH:19]=[CH:18][C:17]([C:20]2[NH:12][C:11]3[N:10]([N:9]=[CH:8][C:7]=3[C:5]3[O:6][C:2]([CH3:1])=[CH:3][N:4]=3)[C:22](=[O:23])[CH:21]=2)=[CH:16][C:15]=1[O:28][CH2:29][C:30]([F:31])([F:33])[F:32], predict the reactants needed to synthesize it. The reactants are: [CH3:1][C:2]1[O:6][C:5]([C:7]2[CH:8]=[N:9][NH:10][C:11]=2[NH2:12])=[N:4][CH:3]=1.[Cl:13][C:14]1[CH:19]=[CH:18][C:17]([C:20](=O)[CH2:21][C:22](OCC)=[O:23])=[CH:16][C:15]=1[O:28][CH2:29][C:30]([F:33])([F:32])[F:31].CC1C=CC(S(O)(=O)=O)=CC=1. (2) Given the product [Br:4][C:5]1[CH:6]=[CH:7][C:8]([F:13])=[C:9]([CH2:1][CH3:2])[CH:10]=1, predict the reactants needed to synthesize it. The reactants are: [CH2:1](I)[CH3:2].[Br:4][C:5]1[CH:6]=[CH:7][C:8]([F:13])=[C:9]([Zn]I)[CH:10]=1. (3) The reactants are: Cl[C:2]1[CH:3]=[N:4][CH:5]=[C:6]([F:15])[C:7]=1[C:8]1[CH2:9][CH2:10][N:11]([CH3:14])[CH2:12][CH:13]=1.[C:16](=[O:23])([O:18][C:19]([CH3:22])([CH3:21])[CH3:20])[NH2:17].CC(C)([O-])C.[Na+].CC(C1C=C(C(C)C)C(C2C(P(C3CCCCC3)C3CCCCC3)=C(OC)C=CC=2OC)=C(C(C)C)C=1)C. Given the product [F:15][C:6]1[C:7]([C:8]2[CH2:9][CH2:10][N:11]([CH3:14])[CH2:12][CH:13]=2)=[C:2]([NH:17][C:16](=[O:23])[O:18][C:19]([CH3:22])([CH3:21])[CH3:20])[CH:3]=[N:4][CH:5]=1, predict the reactants needed to synthesize it. (4) Given the product [C:1]([O:5][C:6](=[O:7])[NH:8][CH:9]1[C:14](=[O:15])[N:13]2[CH:16]([C:19](=[O:21])[NH:32][CH:22]3[C:31]4[C:26](=[CH:27][CH:28]=[CH:29][CH:30]=4)[CH2:25][CH2:24][CH2:23]3)[CH2:17][S:18][CH:12]2[CH2:11][CH2:10]1)([CH3:2])([CH3:3])[CH3:4], predict the reactants needed to synthesize it. The reactants are: [C:1]([O:5][C:6]([NH:8][CH:9]1[C:14](=[O:15])[N:13]2[CH:16]([C:19]([OH:21])=O)[CH2:17][S:18][CH:12]2[CH2:11][CH2:10]1)=[O:7])([CH3:4])([CH3:3])[CH3:2].[CH:22]1([NH2:32])[C:31]2[C:26](=[CH:27][CH:28]=[CH:29][CH:30]=2)[CH2:25][CH2:24][CH2:23]1.CN1CCOCC1.C(P1(=O)OP(CCC)(=O)OP(CCC)(=O)O1)CC. (5) Given the product [CH3:81][O:82][C:83](=[O:93])[CH2:84][C:85]1[CH:90]=[CH:89][C:88]([C:28]2[CH:29]=[CH:30][C:25]([C:22]([C:19]3[CH:20]=[CH:21][C:16]([CH2:15][CH2:14][CH:9]([O:8][Si:5]([C:1]([CH3:4])([CH3:3])[CH3:2])([CH3:6])[CH3:7])[C:10]([CH3:13])([CH3:12])[CH3:11])=[C:17]([CH3:43])[CH:18]=3)([CH2:23][CH3:24])[CH2:41][CH3:42])=[CH:26][C:27]=2[CH3:40])=[CH:87][C:86]=1[Cl:92], predict the reactants needed to synthesize it. The reactants are: [C:1]([Si:5]([O:8][CH:9]([CH2:14][CH2:15][C:16]1[CH:21]=[CH:20][C:19]([C:22]([CH2:41][CH3:42])([C:25]2[CH:30]=[CH:29][C:28](B3OC(C)(C)C(C)(C)O3)=[C:27]([CH3:40])[CH:26]=2)[CH2:23][CH3:24])=[CH:18][C:17]=1[CH3:43])[C:10]([CH3:13])([CH3:12])[CH3:11])([CH3:7])[CH3:6])([CH3:4])([CH3:3])[CH3:2].C1(P(C2CCCCC2)C2C=CC=CC=2C2C(OC)=CC=CC=2OC)CCCCC1.P([O-])([O-])([O-])=O.[K+].[K+].[K+].[CH3:81][O:82][C:83](=[O:93])[CH2:84][C:85]1[CH:90]=[CH:89][C:88](Cl)=[CH:87][C:86]=1[Cl:92]. (6) Given the product [C:33]([O:37][C:38]([NH:39][CH2:40][CH2:41][CH2:42][N:8]1[C:9]2[CH:10]=[C:11]3[CH:18]=[CH:17][CH:16]=[CH:15][C:12]3=[CH:13][C:14]=2[C:5]2=[N:4][N:3]([C:20]([O:22][C:23]([CH3:26])([CH3:25])[CH3:24])=[O:21])[C:2]([CH3:1])=[C:6]2[C:7]1=[O:19])=[O:44])([CH3:36])([CH3:35])[CH3:34], predict the reactants needed to synthesize it. The reactants are: [CH3:1][C:2]1[N:3]([C:20]([O:22][C:23]([CH3:26])([CH3:25])[CH3:24])=[O:21])[N:4]=[C:5]2[C:14]3[CH:13]=[C:12]4[CH:15]=[CH:16][CH:17]=[CH:18][C:11]4=[CH:10][C:9]=3[NH:8][C:7](=[O:19])[C:6]=12.C(=O)([O-])[O-].[Cs+].[Cs+].[C:33]([O:37][C:38](=[O:44])[NH:39][CH2:40][CH2:41][CH2:42]Br)([CH3:36])([CH3:35])[CH3:34]. (7) Given the product [F:1][C:2]1[CH:7]=[CH:6][CH:5]=[CH:4][C:3]=1[NH:8][C:9](=[O:32])[NH:10][C:11]1[CH:12]=[CH:13][C:14]([C:17]2[CH:21]=[C:20]([C:22]([NH:24][C@@H:25]([CH2:30][OH:31])[C:26]([OH:28])=[O:27])=[O:23])[O:19][N:18]=2)=[CH:15][CH:16]=1, predict the reactants needed to synthesize it. The reactants are: [F:1][C:2]1[CH:7]=[CH:6][CH:5]=[CH:4][C:3]=1[NH:8][C:9](=[O:32])[NH:10][C:11]1[CH:16]=[CH:15][C:14]([C:17]2[CH:21]=[C:20]([C:22]([NH:24][C@@H:25]([CH2:30][OH:31])[C:26]([O:28]C)=[O:27])=[O:23])[O:19][N:18]=2)=[CH:13][CH:12]=1.CC(C)C(NC(C1ON=C(C2C=CC(NC(NC3C=CC(C(F)(F)F)=CC=3)=O)=CC=2)C=1)=O)C(OC)=O.O.[OH-].[Li+].Cl. (8) Given the product [CH3:1][CH:2]([C:3]1[C:4]([CH2:5][C:6]([O:8][C:9]([CH3:12])([CH3:11])[CH3:10])=[O:7])=[C:13]([CH:14]([CH3:16])[CH3:15])[O:17][N:27]=1)[CH3:19], predict the reactants needed to synthesize it. The reactants are: [CH3:1][CH:2]([CH3:19])[C:3](=O)[CH:4]([C:13](=[O:17])[CH:14]([CH3:16])[CH3:15])[CH2:5][C:6]([O:8][C:9]([CH3:12])([CH3:11])[CH3:10])=[O:7].C(=O)([O-])[O-].[K+].[K+].Cl.[NH2:27]O.